Dataset: Forward reaction prediction with 1.9M reactions from USPTO patents (1976-2016). Task: Predict the product of the given reaction. Given the reactants C[O:2][C:3](=[O:21])[C:4]1[CH:9]=[CH:8][C:7]([O:10][CH3:11])=[C:6]([O:12][CH2:13][CH2:14][N:15]2[CH2:20][CH2:19][O:18][CH2:17][CH2:16]2)[CH:5]=1.[OH-].[Li+].Cl, predict the reaction product. The product is: [CH3:11][O:10][C:7]1[CH:8]=[CH:9][C:4]([C:3]([OH:21])=[O:2])=[CH:5][C:6]=1[O:12][CH2:13][CH2:14][N:15]1[CH2:20][CH2:19][O:18][CH2:17][CH2:16]1.